Task: Regression. Given two drug SMILES strings and cell line genomic features, predict the synergy score measuring deviation from expected non-interaction effect.. Dataset: NCI-60 drug combinations with 297,098 pairs across 59 cell lines Drug 1: C1=C(C(=O)NC(=O)N1)N(CCCl)CCCl. Drug 2: C1=CC=C(C=C1)NC(=O)CCCCCCC(=O)NO. Cell line: MOLT-4. Synergy scores: CSS=88.3, Synergy_ZIP=6.56, Synergy_Bliss=5.03, Synergy_Loewe=7.16, Synergy_HSA=8.08.